Task: Binary Classification. Given a drug SMILES string, predict its activity (active/inactive) in a high-throughput screening assay against a specified biological target.. Dataset: Choline transporter screen with 302,306 compounds (1) The molecule is S(=O)(=O)(N1CCOCC1)c1ccc(NC(=O)C(N2C(=O)c3c(C2=O)cccc3)C(C)C)cc1. The result is 0 (inactive). (2) The drug is O=C(Nc1c(C(=O)N2CCN(CC2)c2c(cccc2)C)cccc1)C1C(CC=CC1)C(O)=O. The result is 0 (inactive).